From a dataset of CYP2D6 inhibition data for predicting drug metabolism from PubChem BioAssay. Regression/Classification. Given a drug SMILES string, predict its absorption, distribution, metabolism, or excretion properties. Task type varies by dataset: regression for continuous measurements (e.g., permeability, clearance, half-life) or binary classification for categorical outcomes (e.g., BBB penetration, CYP inhibition). Dataset: cyp2d6_veith. (1) The molecule is CC1CCN(C(=O)C2CCN(S(=O)(=O)c3cccc4nonc34)CC2)CC1. The result is 0 (non-inhibitor). (2) The molecule is Cc1cccc(C)c1OC[C@@H](N)C(C)C. The result is 1 (inhibitor). (3) The compound is Cc1c2c(nc3c(C(=O)NC4CCCC4)cnn13)CCCC2. The result is 0 (non-inhibitor). (4) The drug is CCN1C(=O)C(O)(CC(=O)/C=C/C=C/c2ccccc2)c2ccccc21. The result is 0 (non-inhibitor). (5) The compound is CCOc1cc(/C=C(/C#N)c2nc3ccccc3[nH]2)ccc1OCc1ccc(C(=O)O)o1. The result is 0 (non-inhibitor).